From a dataset of Reaction yield outcomes from USPTO patents with 853,638 reactions. Predict the reaction yield, written as a fraction of the theoretical maximum amount of product (1.0 means a 100% yield; for example, 0.34 means a 34% yield). (1) The reactants are Br[C:2]1[CH:8]=[CH:7][CH:6]=[CH:5][C:3]=1[NH2:4].[O:9]1[CH:13]=[CH:12][C:11](B(O)O)=[CH:10]1.C([O-])([O-])=O.[Na+].[Na+].C([O-])(O)=O.[Na+]. The catalyst is C1C=CC([P]([Pd]([P](C2C=CC=CC=2)(C2C=CC=CC=2)C2C=CC=CC=2)([P](C2C=CC=CC=2)(C2C=CC=CC=2)C2C=CC=CC=2)[P](C2C=CC=CC=2)(C2C=CC=CC=2)C2C=CC=CC=2)(C2C=CC=CC=2)C2C=CC=CC=2)=CC=1.CCOC(C)=O.C1(C)C=CC=CC=1.C(O)C. The product is [O:9]1[CH:13]=[CH:12][C:11]([C:2]2[CH:8]=[CH:7][CH:6]=[CH:5][C:3]=2[NH2:4])=[CH:10]1. The yield is 0.590. (2) The reactants are [H-].[Na+].[CH3:3][N:4]1[CH:8]=[C:7]([OH:9])[CH:6]=[N:5]1.F[C:11]1[CH:16]=[CH:15][C:14]([N+:17]([O-:19])=[O:18])=[CH:13][C:12]=1[CH3:20]. The catalyst is CC(N(C)C)=O. The product is [CH3:3][N:4]1[CH:8]=[C:7]([O:9][C:11]2[CH:16]=[CH:15][C:14]([N+:17]([O-:19])=[O:18])=[CH:13][C:12]=2[CH3:20])[CH:6]=[N:5]1. The yield is 0.890. (3) The reactants are [ClH:1].Cl.Cl.[CH2:4]([N:6]([CH2:20]/[CH:21]=[CH:22]/[C:23]1[CH:24]=[C:25]([CH:29]=[CH:30][CH:31]=1)[C:26]([NH2:28])=[NH:27])[C:7]1[CH:12]=[CH:11][C:10]([O:13][CH:14]2[CH2:19][CH2:18][NH:17][CH2:16][CH2:15]2)=[CH:9][CH:8]=1)[CH3:5].Cl.[C:33](=[NH:38])(OCC)[CH3:34].C(N(CC)CC)C.Cl. The catalyst is CO.O1CCOCC1. The product is [ClH:1].[ClH:1].[ClH:1].[C:33]([N:17]1[CH2:16][CH2:15][CH:14]([O:13][C:10]2[CH:11]=[CH:12][C:7]([N:6]([CH2:20]/[CH:21]=[CH:22]/[C:23]3[CH:24]=[C:25]([CH:29]=[CH:30][CH:31]=3)[C:26]([NH2:28])=[NH:27])[CH2:4][CH3:5])=[CH:8][CH:9]=2)[CH2:19][CH2:18]1)(=[NH:38])[CH3:34]. The yield is 0.630. (4) The reactants are S(Cl)(Cl)=O.[Br:5][CH2:6][C@@:7]([OH:12])([CH3:11])[C:8](O)=[O:9].[N+:13]([C:16]1[CH:22]=[CH:21][C:19]([NH2:20])=[CH:18][C:17]=1[C:23]([F:26])([F:25])[F:24])([O-:15])=[O:14]. The catalyst is CC(N(C)C)=O. The product is [N+:13]([C:16]1[CH:22]=[CH:21][C:19]([NH:20][C:8](=[O:9])[C@:7]([OH:12])([CH3:11])[CH2:6][Br:5])=[CH:18][C:17]=1[C:23]([F:24])([F:25])[F:26])([O-:15])=[O:14]. The yield is 0.800.